From a dataset of Forward reaction prediction with 1.9M reactions from USPTO patents (1976-2016). Predict the product of the given reaction. (1) Given the reactants [NH2:1][C:2]1[CH:7]=[CH:6][C:5]([C:8]2[N:9]([CH:24]3[CH2:26][CH2:25]3)[C:10]3[C:15]([C:16]=2[C:17]#[N:18])=[CH:14][CH:13]=[C:12]([O:19][CH2:20][CH2:21][O:22][CH3:23])[CH:11]=3)=[CH:4][CH:3]=1.C1C([N+]([O-])=O)=CC=C([Cl-][C:37]([O-])=[O:38])C=1.[CH:40]1([CH:43]([OH:45])[CH3:44])[CH2:42][CH2:41]1, predict the reaction product. The product is: [CH:40]1([CH:43]([O:45][C:37](=[O:38])[NH:1][C:2]2[CH:7]=[CH:6][C:5]([C:8]3[N:9]([CH:24]4[CH2:26][CH2:25]4)[C:10]4[C:15]([C:16]=3[C:17]#[N:18])=[CH:14][CH:13]=[C:12]([O:19][CH2:20][CH2:21][O:22][CH3:23])[CH:11]=4)=[CH:4][CH:3]=2)[CH3:44])[CH2:42][CH2:41]1. (2) Given the reactants S([O-])(=O)(=O)C.[C:6]([O:10][C:11]([N:13]1[CH2:17][C@@H:16](OS(C)(=O)=O)[CH2:15][C@H:14]1[C:23](=[O:30])[NH:24][C:25]1([C:28]#[N:29])[CH2:27][CH2:26]1)=[O:12])([CH3:9])([CH3:8])[CH3:7].[F:31][C:32]([F:42])([F:41])[O:33][C:34]1[CH:39]=[CH:38][CH:37]=[CH:36][C:35]=1[SH:40], predict the reaction product. The product is: [C:6]([O:10][C:11]([N:13]1[CH2:17][C@H:16]([S:40][C:35]2[CH:36]=[CH:37][CH:38]=[CH:39][C:34]=2[O:33][C:32]([F:31])([F:42])[F:41])[CH2:15][C@H:14]1[C:23](=[O:30])[NH:24][C:25]1([C:28]#[N:29])[CH2:26][CH2:27]1)=[O:12])([CH3:9])([CH3:8])[CH3:7]. (3) The product is: [Cl:1][C:2]1[CH:7]=[CH:6][CH:5]=[CH:4][C:3]=1[C:8]1[C:16]2[C:11](=[CH:12][CH:13]=[CH:14][CH:15]=2)[NH:10][C:9]=1[C:17]([NH:19][N:20]=[CH:3][C:8]1[CH:9]=[N:10][CH:11]=[CH:21][CH:22]=1)=[O:18]. Given the reactants [Cl:1][C:2]1[CH:7]=[CH:6][CH:5]=[CH:4][C:3]=1[C:8]1[C:16]2[C:11](=[CH:12][CH:13]=[CH:14][CH:15]=2)[NH:10][C:9]=1[C:17]([NH:19][NH2:20])=[O:18].[CH2:21](O)[CH3:22], predict the reaction product. (4) The product is: [CH2:5]([N:9]([CH2:23][CH:24]([CH3:26])[CH3:25])[C:10](=[N:12][C:13]1[CH:18]=[CH:17][C:16]([N+:19]([O-:21])=[O:20])=[CH:15][C:14]=1[CH3:22])[C:1]#[CH:2])[CH:6]([CH3:8])[CH3:7]. Given the reactants [C:1]([Mg]Br)#[CH:2].[CH2:5]([N:9]([CH2:23][CH:24]([CH3:26])[CH3:25])[C:10]([NH:12][C:13]1[CH:18]=[CH:17][C:16]([N+:19]([O-:21])=[O:20])=[CH:15][C:14]=1[CH3:22])=O)[CH:6]([CH3:8])[CH3:7], predict the reaction product. (5) Given the reactants C([O:8][C:9]([N:11]([CH2:29][C:30]1[CH:35]=[CH:34][C:33]([S:36]([CH3:39])(=[O:38])=[O:37])=[CH:32][C:31]=1[F:40])[CH2:12][CH:13]([NH:15][CH:16]1[CH2:21][CH2:20][N:19]([C:22]([O:24][C:25]([CH3:28])([CH3:27])[CH3:26])=[O:23])[CH2:18][CH2:17]1)[CH3:14])=O)C1C=CC=CC=1.N1(C(N2C=CN=C2)=O)C=CN=C1.CCN(C(C)C)C(C)C, predict the reaction product. The product is: [F:40][C:31]1[CH:32]=[C:33]([S:36]([CH3:39])(=[O:37])=[O:38])[CH:34]=[CH:35][C:30]=1[CH2:29][N:11]1[CH2:12][CH:13]([CH3:14])[N:15]([CH:16]2[CH2:21][CH2:20][N:19]([C:22]([O:24][C:25]([CH3:27])([CH3:26])[CH3:28])=[O:23])[CH2:18][CH2:17]2)[C:9]1=[O:8]. (6) Given the reactants Br[C:2]1[N:7]=[CH:6][C:5]([CH:8]2[O:13][CH2:12][CH2:11][N:10]([C:14]([O:16][C:17]([CH3:20])([CH3:19])[CH3:18])=[O:15])[CH2:9]2)=[CH:4][C:3]=1[CH3:21].[C:22](=[NH:35])([C:29]1[CH:34]=[CH:33][CH:32]=[CH:31][CH:30]=1)[C:23]1[CH:28]=[CH:27][CH:26]=[CH:25][CH:24]=1.CC(C)([O-])C.[Na+], predict the reaction product. The product is: [C:23]1([C:22](=[N:35][C:2]2[N:7]=[CH:6][C:5]([CH:8]3[O:13][CH2:12][CH2:11][N:10]([C:14]([O:16][C:17]([CH3:20])([CH3:19])[CH3:18])=[O:15])[CH2:9]3)=[CH:4][C:3]=2[CH3:21])[C:29]2[CH:30]=[CH:31][CH:32]=[CH:33][CH:34]=2)[CH:28]=[CH:27][CH:26]=[CH:25][CH:24]=1.